Dataset: TCR-epitope binding with 47,182 pairs between 192 epitopes and 23,139 TCRs. Task: Binary Classification. Given a T-cell receptor sequence (or CDR3 region) and an epitope sequence, predict whether binding occurs between them. (1) The epitope is LLMPILTLT. The TCR CDR3 sequence is CASSSAGGPYGEQFF. Result: 1 (the TCR binds to the epitope). (2) The epitope is FPPTSFGPL. The TCR CDR3 sequence is CASSYSHPALGTGELFF. Result: 1 (the TCR binds to the epitope). (3) The epitope is GLIYNRMGAVTTEV. The TCR CDR3 sequence is CASTSRGVVDEQYF. Result: 1 (the TCR binds to the epitope). (4) The epitope is EIYKRWII. The TCR CDR3 sequence is CASSLPGQGRTEAFF. Result: 1 (the TCR binds to the epitope). (5) The epitope is YLDAYNMMI. The TCR CDR3 sequence is CASSLGAGQETQYF. Result: 1 (the TCR binds to the epitope).